This data is from NCI-60 drug combinations with 297,098 pairs across 59 cell lines. The task is: Regression. Given two drug SMILES strings and cell line genomic features, predict the synergy score measuring deviation from expected non-interaction effect. Drug 1: CC1C(C(CC(O1)OC2CC(CC3=C2C(=C4C(=C3O)C(=O)C5=C(C4=O)C(=CC=C5)OC)O)(C(=O)CO)O)N)O.Cl. Drug 2: C1CN(P(=O)(OC1)NCCCl)CCCl. Cell line: ACHN. Synergy scores: CSS=-5.26, Synergy_ZIP=0.854, Synergy_Bliss=-1.85, Synergy_Loewe=-6.43, Synergy_HSA=-4.82.